Dataset: TCR-epitope binding with 47,182 pairs between 192 epitopes and 23,139 TCRs. Task: Binary Classification. Given a T-cell receptor sequence (or CDR3 region) and an epitope sequence, predict whether binding occurs between them. (1) The epitope is TPGPGVRYPL. The TCR CDR3 sequence is CASSSRQTNTGELFF. Result: 0 (the TCR does not bind to the epitope). (2) The epitope is RLRPGGKKR. The TCR CDR3 sequence is CASSQVGSGETQYF. Result: 0 (the TCR does not bind to the epitope). (3) The epitope is VTEHDTLLY. The TCR CDR3 sequence is CASRTSRQGIPEAFF. Result: 1 (the TCR binds to the epitope). (4) The epitope is KRWIILGLNK. The TCR CDR3 sequence is CASSTAPGTEAFF. Result: 1 (the TCR binds to the epitope). (5) Result: 1 (the TCR binds to the epitope). The TCR CDR3 sequence is CAWKGLGYSYEQYF. The epitope is ELAGIGILTV. (6) The epitope is LLSAGIFGA. The TCR CDR3 sequence is CASSLGGYREETQYF. Result: 0 (the TCR does not bind to the epitope). (7) The epitope is FPPTSFGPL. The TCR CDR3 sequence is CASNLGGYEQYF. Result: 0 (the TCR does not bind to the epitope). (8) The epitope is PKYVKQNTLKLAT. The TCR CDR3 sequence is CASSLAGGSDNEQFF. Result: 1 (the TCR binds to the epitope). (9) The epitope is GPGHKARVL. The TCR CDR3 sequence is CSARDRPESGYTF. Result: 0 (the TCR does not bind to the epitope).